From a dataset of Full USPTO retrosynthesis dataset with 1.9M reactions from patents (1976-2016). Predict the reactants needed to synthesize the given product. (1) The reactants are: [Br:1][C:2]1[CH:3]=[CH:4][C:5]2[CH:11]3[CH2:12][CH:9]([CH2:10]3)[N:8]3[C:13](I)=[C:14]([C:16]([O:18][CH3:19])=[O:17])[N:15]=[C:7]3[C:6]=2[CH:21]=1.[I-].[CH3:23][C:24]1([CH2:28][Zn+])[CH2:27][O:26][CH2:25]1. Given the product [Br:1][C:2]1[CH:3]=[CH:4][C:5]2[CH:11]3[CH2:12][CH:9]([CH2:10]3)[N:8]3[C:13]([CH2:23][C:24]4([CH3:28])[CH2:27][O:26][CH2:25]4)=[C:14]([C:16]([O:18][CH3:19])=[O:17])[N:15]=[C:7]3[C:6]=2[CH:21]=1, predict the reactants needed to synthesize it. (2) Given the product [CH2:2]([O:4][C:5](=[O:32])[CH2:6][C:7]1[CH:8]=[C:9]([C:15]2[CH:20]=[CH:19][C:18]([C:21]3[CH:26]=[CH:25][C:24]([F:27])=[CH:23][N:22]=3)=[CH:17][C:16]=2[CH2:28][N:29]([C:36]([CH:33]2[CH2:35][CH2:34]2)=[O:37])[CH2:30][CH3:31])[C:10]([O:13][CH3:14])=[CH:11][CH:12]=1)[CH3:3], predict the reactants needed to synthesize it. The reactants are: Cl.[CH2:2]([O:4][C:5](=[O:32])[CH2:6][C:7]1[CH:8]=[C:9]([C:15]2[CH:20]=[CH:19][C:18]([C:21]3[CH:26]=[CH:25][C:24]([F:27])=[CH:23][N:22]=3)=[CH:17][C:16]=2[CH2:28][NH:29][CH2:30][CH3:31])[C:10]([O:13][CH3:14])=[CH:11][CH:12]=1)[CH3:3].[CH:33]1([C:36](Cl)=[O:37])[CH2:35][CH2:34]1. (3) Given the product [NH2:21][C:2]1[C:11]2[N:12]=[CH:13][N:14]([CH2:15][CH:16]([CH3:18])[CH3:17])[C:10]=2[C:9]2[CH:8]=[CH:7][CH:6]=[CH:5][C:4]=2[N:3]=1, predict the reactants needed to synthesize it. The reactants are: Cl[C:2]1[C:11]2[N:12]=[CH:13][N:14]([CH2:15][CH:16]([CH3:18])[CH3:17])[C:10]=2[C:9]2[CH:8]=[CH:7][CH:6]=[CH:5][C:4]=2[N:3]=1.C([NH2:21])=O.[OH-].[Na+]. (4) Given the product [CH3:15][N:8]1[C:4]([CH3:3])=[CH:5][CH:6]=[C:7]1[C:9]([O:11][CH2:12][CH3:13])=[O:10], predict the reactants needed to synthesize it. The reactants are: [H-].[Na+].[CH3:3][C:4]1[NH:8][C:7]([C:9]([O:11][CH2:12][CH3:13])=[O:10])=[CH:6][CH:5]=1.I[CH3:15].Cl. (5) The reactants are: [CH2:1]([NH2:11])[CH2:2][CH2:3][CH2:4][CH2:5][CH2:6][CH2:7][CH2:8][CH2:9][CH3:10].[CH:12]([S:14]([O:17][CH:18]([CH3:20])[CH3:19])(=[O:16])=[O:15])=[CH2:13]. Given the product [CH2:1]([NH:11][CH2:13][CH2:12][S:14]([O:17][CH:18]([CH3:20])[CH3:19])(=[O:16])=[O:15])[CH2:2][CH2:3][CH2:4][CH2:5][CH2:6][CH2:7][CH2:8][CH2:9][CH3:10], predict the reactants needed to synthesize it. (6) Given the product [CH3:17][C:10]1[CH:11]=[CH:12][CH:13]=[C:14]2[C:9]=1[N:8]=[C:7]([NH:18][C:19]1[CH:20]=[C:21]([CH2:28][OH:29])[C:22]3[N:26]=[CH:25][NH:24][C:23]=3[CH:27]=1)[N:16]=[CH:15]2, predict the reactants needed to synthesize it. The reactants are: C(O)CCC.Cl[C:7]1[N:16]=[CH:15][C:14]2[C:9](=[C:10]([CH3:17])[CH:11]=[CH:12][CH:13]=2)[N:8]=1.[NH2:18][C:19]1[CH:20]=[C:21]([CH2:28][OH:29])[C:22]2[NH:26][CH:25]=[N:24][C:23]=2[CH:27]=1. (7) Given the product [CH:1]1([N:5]2[CH2:6][CH2:7][N:8]([C:11]3[N:12]=[CH:13][C:14]4[CH2:20][CH2:19][N:18]([C:27]([C:26]5[CH:30]=[CH:31][C:23]([F:22])=[CH:24][CH:25]=5)=[O:28])[CH2:17][CH2:16][C:15]=4[N:21]=3)[CH2:9][CH2:10]2)[CH2:4][CH2:3][CH2:2]1, predict the reactants needed to synthesize it. The reactants are: [CH:1]1([N:5]2[CH2:10][CH2:9][N:8]([C:11]3[N:12]=[CH:13][C:14]4[CH2:20][CH2:19][NH:18][CH2:17][CH2:16][C:15]=4[N:21]=3)[CH2:7][CH2:6]2)[CH2:4][CH2:3][CH2:2]1.[F:22][C:23]1[CH:31]=[CH:30][C:26]([C:27](Cl)=[O:28])=[CH:25][CH:24]=1.